Dataset: Full USPTO retrosynthesis dataset with 1.9M reactions from patents (1976-2016). Task: Predict the reactants needed to synthesize the given product. (1) Given the product [O:28]([CH2:27][CH2:26][N:1]1[CH2:6][CH2:5][CH2:4][CH:3]([O:7][C:8]2[CH:9]=[C:10]3[C:15](=[CH:16][CH:17]=2)[C:14]([NH2:18])=[N:13][CH:12]=[CH:11]3)[CH2:2]1)[C:29]1[CH:34]=[CH:33][CH:32]=[CH:31][CH:30]=1, predict the reactants needed to synthesize it. The reactants are: [NH:1]1[CH2:6][CH2:5][CH2:4][CH:3]([O:7][C:8]2[CH:9]=[C:10]3[C:15](=[CH:16][CH:17]=2)[C:14]([NH2:18])=[N:13][CH:12]=[CH:11]3)[CH2:2]1.C(=O)([O-])[O-].[K+].[K+].Br[CH2:26][CH2:27][O:28][C:29]1[CH:34]=[CH:33][CH:32]=[CH:31][CH:30]=1. (2) The reactants are: [Cl:1][C:2]1[CH:7]=[CH:6][C:5]([C:8]2[C:12]3[CH:13]=[CH:14][C:15]([C:17]#[C:18][CH2:19][CH2:20][OH:21])=[CH:16][C:11]=3[S:10][N:9]=2)=[CH:4][CH:3]=1.[CH3:22][S:23](Cl)(=[O:25])=[O:24]. Given the product [Cl:1][C:2]1[CH:3]=[CH:4][C:5]([C:8]2[C:12]3[CH:13]=[CH:14][C:15]([C:17]#[C:18][CH2:19][CH2:20][O:21][S:23]([CH3:22])(=[O:25])=[O:24])=[CH:16][C:11]=3[S:10][N:9]=2)=[CH:6][CH:7]=1, predict the reactants needed to synthesize it. (3) Given the product [Br:1][C:2]1[CH:3]=[CH:4][C:5]([CH:8]([O:29][C:34]2[CH:35]=[CH:36][C:31]([F:30])=[CH:32][CH:33]=2)[CH2:9][CH2:10][N:11]2[CH2:16][CH2:15][CH:14]([C:17]3[CH:18]=[C:19]([NH:23][C:24](=[O:28])[CH:25]([CH3:26])[CH3:27])[CH:20]=[CH:21][CH:22]=3)[CH2:13][CH2:12]2)=[CH:6][CH:7]=1, predict the reactants needed to synthesize it. The reactants are: [Br:1][C:2]1[CH:7]=[CH:6][C:5]([CH:8]([OH:29])[CH2:9][CH2:10][N:11]2[CH2:16][CH2:15][CH:14]([C:17]3[CH:18]=[C:19]([NH:23][C:24](=[O:28])[CH:25]([CH3:27])[CH3:26])[CH:20]=[CH:21][CH:22]=3)[CH2:13][CH2:12]2)=[CH:4][CH:3]=1.[F:30][C:31]1[CH:36]=[CH:35][C:34](O)=[CH:33][CH:32]=1. (4) The reactants are: [Cl:1][C:2]1[CH:10]=[CH:9][CH:8]=[C:7]([Cl:11])[C:3]=1[C:4](Cl)=[O:5].[OH:12][C:13]1[CH:14]=[C:15]([B:19]([OH:21])[OH:20])[CH:16]=[CH:17][CH:18]=1.C(N(CC)CC)C. Given the product [Cl:1][C:2]1[CH:10]=[CH:9][CH:8]=[C:7]([Cl:11])[C:3]=1[C:4]([O:12][C:13]1[CH:14]=[C:15]([B:19]([OH:21])[OH:20])[CH:16]=[CH:17][CH:18]=1)=[O:5], predict the reactants needed to synthesize it. (5) Given the product [O:36]=[C:5]1[CH2:6][CH2:7][C@H:8]([CH2:10][C@H:11]([C:26]2[CH:31]=[CH:30][CH:29]=[C:28]([C:32]([F:35])([F:34])[F:33])[CH:27]=2)[C:12]([OH:40])=[O:13])[CH2:9]1, predict the reactants needed to synthesize it. The reactants are: CC1(C)C[O:36][C:5]2([CH2:9][C@@H:8]([CH2:10][C@H:11]([C:26]3[CH:31]=[CH:30][CH:29]=[C:28]([C:32]([F:35])([F:34])[F:33])[CH:27]=3)[C:12](N([C@H](C)[C@H](O)C3C=CC=CC=3)C)=[O:13])[CH2:7][CH2:6]2)OC1.S(=O)(=O)(O)[OH:40]. (6) Given the product [C:1]([O:7][CH2:8][C@@H:9]([O:41][C:42]([CH3:44])([CH3:43])[CH3:45])[C:10]1[C:32]([CH3:33])=[CH:31][C:13]2[N:14]=[C:15]([C:17]3[CH:22]=[CH:21][CH:20]=[C:19]([C:51]4[CH:50]=[CH:49][N:48]=[C:47]([Cl:46])[CH:52]=4)[CH:18]=3)[S:16][C:12]=2[C:11]=1[C:34]1[CH:35]=[CH:36][C:37]([Cl:40])=[CH:38][CH:39]=1)(=[O:6])[C:2]([CH3:3])([CH3:5])[CH3:4], predict the reactants needed to synthesize it. The reactants are: [C:1]([O:7][CH2:8][C@@H:9]([O:41][C:42]([CH3:45])([CH3:44])[CH3:43])[C:10]1[C:32]([CH3:33])=[CH:31][C:13]2[N:14]=[C:15]([C:17]3[CH:22]=[CH:21][CH:20]=[C:19](OS(C(F)(F)F)(=O)=O)[CH:18]=3)[S:16][C:12]=2[C:11]=1[C:34]1[CH:39]=[CH:38][C:37]([Cl:40])=[CH:36][CH:35]=1)(=[O:6])[C:2]([CH3:5])([CH3:4])[CH3:3].[Cl:46][C:47]1[CH:52]=[C:51](B(O)O)[CH:50]=[CH:49][N:48]=1.C([O-])([O-])=O.[K+].[K+]. (7) Given the product [CH:1]([C:4]1[O:8][C:7]([C@@H:9]2[NH:14][CH2:13][C@@H:12]([C:15]([NH:19][CH2:20][CH2:21][NH:22][C:23]([C:25]3[C:26]([C:36]([F:38])([F:39])[F:37])=[N:27][N:28]([C:30]4[CH:35]=[CH:34][CH:33]=[CH:32][CH:31]=4)[CH:29]=3)=[O:24])=[O:17])[CH2:11][CH2:10]2)=[N:6][N:5]=1)([CH3:2])[CH3:3], predict the reactants needed to synthesize it. The reactants are: [CH:1]([C:4]1[O:8][C:7]([C@@H:9]2[NH:14][CH2:13][C@@H:12]([C:15]([O-:17])=O)[CH2:11][CH2:10]2)=[N:6][N:5]=1)([CH3:3])[CH3:2].[Na+].[NH2:19][CH2:20][CH2:21][NH:22][C:23]([C:25]1[C:26]([C:36]([F:39])([F:38])[F:37])=[N:27][N:28]([C:30]2[CH:35]=[CH:34][CH:33]=[CH:32][CH:31]=2)[CH:29]=1)=[O:24]. (8) Given the product [CH3:20][C:16]1([CH3:21])[C:15]2[CH:14]=[CH:13][CH:12]=[C:11]([CH2:10][CH2:9][NH:8][C:6]3[CH:5]=[C:4]([C:32]4[CH:31]=[N:30][C:29]([N:26]5[CH2:25][CH2:24][N:23]([CH3:22])[CH2:28][CH2:27]5)=[CH:34][CH:33]=4)[N:3]=[CH:2][N:7]=3)[C:19]=2[O:18][CH2:17]1, predict the reactants needed to synthesize it. The reactants are: Cl[C:2]1[N:7]=[C:6]([NH:8][CH2:9][CH2:10][C:11]2[C:19]3[O:18][CH2:17][C:16]([CH3:21])([CH3:20])[C:15]=3[CH:14]=[CH:13][CH:12]=2)[CH:5]=[CH:4][N:3]=1.[CH3:22][N:23]1[CH2:28][CH2:27][N:26]([C:29]2[CH:34]=[CH:33][C:32](B3OC(C)(C)C(C)(C)O3)=[CH:31][N:30]=2)[CH2:25][CH2:24]1.C([O-])([O-])=O.[Na+].[Na+].C1(P(C2CCCCC2)C2C=CC=CC=2C2C(OC)=C(S(O[Na])(=O)=O)C=CC=2OC)CCCCC1.N#N. (9) Given the product [F:1][C:2]1[CH:3]=[C:4]2[C:9](=[CH:10][C:11]=1[F:12])[N:8]([CH2:19][C:18]1[CH:21]=[CH:22][C:23]([C:25]([F:26])([F:28])[F:27])=[CH:24][C:17]=1[F:16])[CH:7]=[C:6]([C:13]#[N:14])[C:5]2=[O:15], predict the reactants needed to synthesize it. The reactants are: [F:1][C:2]1[CH:3]=[C:4]2[C:9](=[CH:10][C:11]=1[F:12])[NH:8][CH:7]=[C:6]([C:13]#[N:14])[C:5]2=[O:15].[F:16][C:17]1[CH:24]=[C:23]([C:25]([F:28])([F:27])[F:26])[CH:22]=[CH:21][C:18]=1[CH2:19]Br.